Task: Predict the reactants needed to synthesize the given product.. Dataset: Full USPTO retrosynthesis dataset with 1.9M reactions from patents (1976-2016) (1) Given the product [Cl:25][C:22]1[CH:21]=[CH:20][C:19]([C:17]2[CH:18]=[C:13]([NH:12][C:11]([C:9]3[CH:8]=[N:7][CH:6]=[C:5]([CH:10]=3)[C:4]([OH:33])=[O:3])=[O:32])[CH:14]=[N:15][C:16]=2[O:26][CH2:27][C:28]([F:29])([F:30])[F:31])=[CH:24][CH:23]=1, predict the reactants needed to synthesize it. The reactants are: C([O:3][C:4](=[O:33])[C:5]1[CH:10]=[C:9]([C:11](=[O:32])[NH:12][C:13]2[CH:14]=[N:15][C:16]([O:26][CH2:27][C:28]([F:31])([F:30])[F:29])=[C:17]([C:19]3[CH:24]=[CH:23][C:22]([Cl:25])=[CH:21][CH:20]=3)[CH:18]=2)[CH:8]=[N:7][CH:6]=1)C.C1COCC1.CO. (2) Given the product [NH2:9][C:10]1[N:11]=[C:12]([N:26]2[CH2:31][CH2:30][CH2:29][CH:28]([NH:32][C:38](=[O:45])[C:39]3[CH:44]=[CH:43][CH:42]=[CH:41][CH:40]=3)[CH2:27]2)[CH:13]=[C:14]([C:16]2[CH:24]=[C:23]3[C:19]([C:20]([NH2:25])=[N:21][NH:22]3)=[CH:18][CH:17]=2)[N:15]=1, predict the reactants needed to synthesize it. The reactants are: C(=O)(O)[O-].[Na+].Cl.Cl.Cl.[NH2:9][C:10]1[N:15]=[C:14]([C:16]2[CH:24]=[C:23]3[C:19]([C:20]([NH2:25])=[N:21][NH:22]3)=[CH:18][CH:17]=2)[CH:13]=[C:12]([N:26]2[CH2:31][CH2:30][CH2:29][CH:28]([NH2:32])[CH2:27]2)[N:11]=1.O1CCCC1.[C:38](Cl)(=[O:45])[C:39]1[CH:44]=[CH:43][CH:42]=[CH:41][CH:40]=1. (3) The reactants are: [CH2:1]([C:5]1[N:6]([CH2:19][CH2:20]Cl)[C:7]2[C:16]3[CH:15]=[CH:14][CH:13]=[CH:12][C:11]=3[N:10]=[C:9]([NH2:17])[C:8]=2[N:18]=1)[CH2:2][CH2:3][CH3:4].[CH3:22][S-:23].[Na+]. Given the product [CH2:1]([C:5]1[N:6]([CH2:19][CH2:20][S:23][CH3:22])[C:7]2[C:16]3[CH:15]=[CH:14][CH:13]=[CH:12][C:11]=3[N:10]=[C:9]([NH2:17])[C:8]=2[N:18]=1)[CH2:2][CH2:3][CH3:4], predict the reactants needed to synthesize it. (4) Given the product [CH3:1][C:2]1[CH:3]=[C:4]([CH2:14][C:15]([OH:17])=[O:16])[CH:5]=[CH:6][C:7]=1[C:8]1[CH:13]=[CH:12][N:11]=[N:10][CH:9]=1, predict the reactants needed to synthesize it. The reactants are: [CH3:1][C:2]1[CH:3]=[C:4]([CH2:14][C:15]([O:17]C(C)(C)C)=[O:16])[CH:5]=[CH:6][C:7]=1[C:8]1[CH:13]=[CH:12][N:11]=[N:10][CH:9]=1.FC(F)(F)C(O)=O. (5) Given the product [Cl:1][C:2]1[CH:3]=[CH:4][C:5]([C:8]2[CH:13]=[CH:12][N:11]=[C:10]([NH:14][C:15]3[CH:23]=[CH:22][C:18]([C:19]([N:29]([CH3:30])[CH3:28])=[O:21])=[CH:17][CH:16]=3)[N:9]=2)=[CH:6][CH:7]=1, predict the reactants needed to synthesize it. The reactants are: [Cl:1][C:2]1[CH:7]=[CH:6][C:5]([C:8]2[CH:13]=[CH:12][N:11]=[C:10]([NH:14][C:15]3[CH:23]=[CH:22][C:18]([C:19]([OH:21])=O)=[CH:17][CH:16]=3)[N:9]=2)=[CH:4][CH:3]=1.S(Cl)(Cl)=O.[CH3:28][NH:29][CH3:30].C(N(CC)CC)C. (6) Given the product [O:6]=[C:5]1[N:7]([C:8]2[CH:13]=[CH:12][C:11]([CH:14]([CH3:18])[C:15]([OH:17])=[O:16])=[CH:10][CH:9]=2)[CH2:2][CH2:3][O:4]1, predict the reactants needed to synthesize it. The reactants are: Cl[CH2:2][CH2:3][O:4][C:5]([NH:7][C:8]1[CH:13]=[CH:12][C:11]([CH:14]([CH3:18])[C:15]([OH:17])=[O:16])=[CH:10][CH:9]=1)=[O:6].N12CCCN=C1CCCCC2.O.Cl. (7) Given the product [Cl:19][C:15]1[N:14]=[CH:13][N:12]=[C:11]([NH:39][CH2:38][C@@H:26]([C:25]([O:24][C:21]([CH3:23])([CH3:22])[CH3:20])=[O:40])[NH:27][C:28]([O:30][CH2:31][C:32]2[CH:37]=[CH:36][CH:35]=[CH:34][CH:33]=2)=[O:29])[C:16]=1[CH2:17][CH3:18], predict the reactants needed to synthesize it. The reactants are: C(N(C(C)C)CC)(C)C.Cl[C:11]1[C:16]([CH2:17][CH3:18])=[C:15]([Cl:19])[N:14]=[CH:13][N:12]=1.[CH3:20][C:21]([O:24][C:25](=[O:40])[C@H:26]([CH2:38][NH2:39])[NH:27][C:28]([O:30][CH2:31][C:32]1[CH:37]=[CH:36][CH:35]=[CH:34][CH:33]=1)=[O:29])([CH3:23])[CH3:22].C(=O)(O)[O-].[Na+]. (8) Given the product [ClH:37].[ClH:37].[CH3:1][O:2][C:3]1[CH:8]=[C:7]([CH3:9])[C:6]([S:10]([N:13]([CH3:35])[CH2:14][CH2:15][O:16][CH2:17][C:18]([N:20]([CH3:34])[C@H:21]2[CH2:26][CH2:25][CH2:24][C@@H:23]([N:27]3[CH2:28][CH2:29][N:30]([CH3:33])[CH2:31][CH2:32]3)[CH2:22]2)=[O:19])(=[O:12])=[O:11])=[C:5]([CH3:36])[CH:4]=1, predict the reactants needed to synthesize it. The reactants are: [CH3:1][O:2][C:3]1[CH:8]=[C:7]([CH3:9])[C:6]([S:10]([N:13]([CH3:35])[CH2:14][CH2:15][O:16][CH2:17][C:18]([N:20]([CH3:34])[C@H:21]2[CH2:26][CH2:25][CH2:24][C@@H:23]([N:27]3[CH2:32][CH2:31][N:30]([CH3:33])[CH2:29][CH2:28]3)[CH2:22]2)=[O:19])(=[O:12])=[O:11])=[C:5]([CH3:36])[CH:4]=1.[ClH:37].